The task is: Predict the reaction yield, written as a fraction of the theoretical maximum amount of product (1.0 means a 100% yield; for example, 0.34 means a 34% yield).. This data is from Reaction yield outcomes from USPTO patents with 853,638 reactions. (1) The reactants are Cl.[NH2:2][OH:3].C([O-])(O)=O.[Na+].[F:9][C:10]([F:38])([F:37])[C:11]1[CH:12]=[C:13]([N:17]2[CH2:22][CH2:21][N:20]([S:23]([C:26]3[CH:31]=[CH:30][C:29](/[CH:32]=[CH:33]/[C:34](Cl)=[O:35])=[CH:28][CH:27]=3)(=[O:25])=[O:24])[CH2:19][CH2:18]2)[CH:14]=[CH:15][CH:16]=1. The catalyst is O1CCCC1.O. The product is [OH:3][NH:2][C:34](=[O:35])/[CH:33]=[CH:32]/[C:29]1[CH:30]=[CH:31][C:26]([S:23]([N:20]2[CH2:21][CH2:22][N:17]([C:13]3[CH:14]=[CH:15][CH:16]=[C:11]([C:10]([F:38])([F:37])[F:9])[CH:12]=3)[CH2:18][CH2:19]2)(=[O:25])=[O:24])=[CH:27][CH:28]=1. The yield is 0.730. (2) The reactants are [NH2:1][C:2]1[CH:3]=[CH:4][CH:5]=[C:6]2[C:11]=1[N:10]=[CH:9][CH:8]=[CH:7]2.Cl[S:13]([C:16]1[CH:17]=[C:18]([CH:23]=[CH:24][CH:25]=1)[C:19]([O:21][CH3:22])=[O:20])(=[O:15])=[O:14]. The catalyst is CN(C1C=CN=CC=1)C. The product is [CH3:22][O:21][C:19](=[O:20])[C:18]1[CH:23]=[CH:24][CH:25]=[C:16]([S:13](=[O:14])(=[O:15])[NH:1][C:2]2[CH:3]=[CH:4][CH:5]=[C:6]3[C:11]=2[N:10]=[CH:9][CH:8]=[CH:7]3)[CH:17]=1. The yield is 0.640. (3) The reactants are C(O[C:6](=O)[N:7]([CH2:9][C:10]1[CH:14]=[C:13]([S:15]([C:18]2[CH:23]=[CH:22][CH:21]=[C:20]([CH3:24])[CH:19]=2)(=[O:17])=[O:16])[N:12]([C:25]2[C:26]([F:31])=[N:27][CH:28]=[CH:29][CH:30]=2)[N:11]=1)C)(C)(C)C.C(OCC)(=O)C.[ClH:39]. The catalyst is C(OCC)(=O)C.CC(O)C. The product is [ClH:39].[F:31][C:26]1[C:25]([N:12]2[C:13]([S:15]([C:18]3[CH:23]=[CH:22][CH:21]=[C:20]([CH3:24])[CH:19]=3)(=[O:17])=[O:16])=[CH:14][C:10]([CH2:9][NH:7][CH3:6])=[N:11]2)=[CH:30][CH:29]=[CH:28][N:27]=1. The yield is 0.830. (4) The reactants are F[C:2](F)(F)[C:3]([OH:5])=O.[C:8]([C:12]1[CH:13]=[C:14]([OH:18])C=[CH:16][CH:17]=1)([CH3:11])([CH3:10])[CH3:9].C1N2CN3CN(C2)CN1C3. The catalyst is O. The product is [C:8]([C:12]1[CH:13]=[C:14]([OH:18])[C:2](=[CH:16][CH:17]=1)[CH:3]=[O:5])([CH3:11])([CH3:10])[CH3:9]. The yield is 0.560. (5) The reactants are [CH3:1][O:2][C:3](=[O:21])[CH:4]([C:14]1[CH:19]=[CH:18][CH:17]=[CH:16][C:15]=1[Cl:20])[N:5]1[CH2:10][CH2:9][C:8]2[S:11][CH:12]=[CH:13][C:7]=2[CH2:6]1.O.[C:23]12([CH2:33][S:34]([OH:37])(=[O:36])=[O:35])[C:30]([CH3:32])([CH3:31])[CH:27]([CH2:28][CH2:29]1)[CH2:26][C:24]2=[O:25]. The catalyst is CC(C)=O. The product is [C:23]12([CH2:33][S:34]([OH:37])(=[O:35])=[O:36])[C:30]([CH3:32])([CH3:31])[CH:27]([CH2:28][CH2:29]1)[CH2:26][C:24]2=[O:25].[CH3:1][O:2][C:3](=[O:21])[CH:4]([C:14]1[CH:19]=[CH:18][CH:17]=[CH:16][C:15]=1[Cl:20])[N:5]1[CH2:10][CH2:9][C:8]2[S:11][CH:12]=[CH:13][C:7]=2[CH2:6]1. The yield is 0.880. (6) The reactants are [F:1][C:2]1([F:44])[CH2:7][C@H:6]([O:8][C:9]2[CH:14]=[C:13]([F:15])[C:12]([S:16]([N:19](CC3C=CC(OC)=CC=3OC)[C:20]3[CH:25]=[CH:24][N:23]=[CH:22][N:21]=3)(=[O:18])=[O:17])=[C:11]([F:37])[CH:10]=2)[C@@H:5]([C:38]2[N:42]([CH3:43])[N:41]=[CH:40][CH:39]=2)[CH2:4][CH2:3]1.C([SiH](CC)CC)C.FC(F)(F)C(O)=O. The catalyst is ClCCl. The product is [F:44][C:2]1([F:1])[CH2:7][C@H:6]([O:8][C:9]2[CH:14]=[C:13]([F:15])[C:12]([S:16]([NH:19][C:20]3[CH:25]=[CH:24][N:23]=[CH:22][N:21]=3)(=[O:17])=[O:18])=[C:11]([F:37])[CH:10]=2)[C@@H:5]([C:38]2[N:42]([CH3:43])[N:41]=[CH:40][CH:39]=2)[CH2:4][CH2:3]1. The yield is 0.490. (7) The reactants are [C:1]1([C:16]2[CH:21]=[CH:20][CH:19]=[CH:18][CH:17]=2)[CH:6]=[CH:5][C:4]([C:7](=O)[CH2:8][C:9]2[CH:14]=[CH:13][CH:12]=[CH:11][CH:10]=2)=[CH:3][CH:2]=1.[CH2:22]([O:24][C:25]1[CH:26]=[C:27]([CH:30]=[C:31]([N+:34]([O-:36])=[O:35])[C:32]=1[OH:33])[CH:28]=O)[CH3:23].[NH2:37][C:38]([NH2:40])=[O:39].Cl. The catalyst is CCO. The product is [C:1]1([C:16]2[CH:21]=[CH:20][CH:19]=[CH:18][CH:17]=2)[CH:6]=[CH:5][C:4]([C:7]2[NH:40][C:38](=[O:39])[NH:37][CH:28]([C:27]3[CH:30]=[C:31]([N+:34]([O-:36])=[O:35])[C:32]([OH:33])=[C:25]([O:24][CH2:22][CH3:23])[CH:26]=3)[C:8]=2[C:9]2[CH:14]=[CH:13][CH:12]=[CH:11][CH:10]=2)=[CH:3][CH:2]=1. The yield is 0.140. (8) The reactants are Br[C:2]1[S:6][C:5]([NH:7][C:8]([NH:10][C:11]2[CH:16]=[CH:15][C:14]([CH3:17])=[CH:13][C:12]=2[C:18]([CH:20]2[CH2:24][CH2:23][CH2:22][CH2:21]2)=[O:19])=[O:9])=[N:4][CH:3]=1.[CH3:25][N:26]1[CH:30]=[CH:29][N:28]=[C:27]1[SH:31]. No catalyst specified. The product is [CH:20]1([C:18]([C:12]2[CH:13]=[C:14]([CH3:17])[CH:15]=[CH:16][C:11]=2[NH:10][C:8]([NH:7][C:5]2[S:6][C:2]([S:31][C:27]3[N:26]([CH3:25])[CH:30]=[CH:29][N:28]=3)=[CH:3][N:4]=2)=[O:9])=[O:19])[CH2:24][CH2:23][CH2:22][CH2:21]1. The yield is 0.320. (9) The reactants are [CH3:1][S:2]([CH2:5][CH2:6][CH2:7][O:8][C:9]1[C:10]([CH3:25])=[C:11]2[N:16]([CH:17]=1)[N:15]=[CH:14][N:13]=[C:12]2[O:18]C1C=CC=CC=1)(=[O:4])=[O:3].Cl. The catalyst is C(O)C. The product is [CH3:1][S:2]([CH2:5][CH2:6][CH2:7][O:8][C:9]1[C:10]([CH3:25])=[C:11]2[N:16]([CH:17]=1)[N:15]=[CH:14][N:13]=[C:12]2[OH:18])(=[O:4])=[O:3]. The yield is 0.950.